This data is from Forward reaction prediction with 1.9M reactions from USPTO patents (1976-2016). The task is: Predict the product of the given reaction. (1) The product is: [CH3:6][O:7][C:8]1[CH:9]=[C:10]2[CH2:19][CH:18]([CH2:20][CH:21]3[CH2:22][CH2:23][N:24]([CH2:27][C:28]4[CH:33]=[CH:32][CH:31]=[CH:30][CH:29]=4)[CH2:25][CH2:26]3)[C:16](=[O:17])[C:11]2=[CH:12][C:13]=1[O:14][CH3:15].[P:1]([O-:5])([O-:4])([O-:3])=[O:2]. Given the reactants [P:1](=[O:5])([OH:4])([OH:3])[OH:2].[CH3:6][O:7][C:8]1[CH:9]=[C:10]2[CH2:19][CH:18]([CH2:20][CH:21]3[CH2:26][CH2:25][N:24]([CH2:27][C:28]4[CH:29]=[CH:30][CH:31]=[CH:32][CH:33]=4)[CH2:23][CH2:22]3)[C:16](=[O:17])[C:11]2=[CH:12][C:13]=1[O:14][CH3:15], predict the reaction product. (2) Given the reactants [CH:1]([NH:4][C:5]([C@@H:7]1[CH2:12][CH2:11][C@H:10]([N:13]2[C:21]3[CH:20]=[C:19]([O:22][CH2:23][CH2:24][N:25]4[CH2:30][CH2:29][CH2:28][CH2:27][CH2:26]4)[N:18]=[CH:17][C:16]=3[NH:15]/[C:14]/2=[N:31]\[C:32]([N:34]2[CH2:39][CH2:38]O[CH2:36][CH2:35]2)=[O:33])[CH2:9][CH2:8]1)=[O:6])([CH3:3])[CH3:2].N1CCCC1, predict the reaction product. The product is: [CH:1]([NH:4][C:5]([C@@H:7]1[CH2:12][CH2:11][C@H:10]([N:13]2[C:21]3[CH:20]=[C:19]([O:22][CH2:23][CH2:24][N:25]4[CH2:30][CH2:29][CH2:28][CH2:27][CH2:26]4)[N:18]=[CH:17][C:16]=3[NH:15]/[C:14]/2=[N:31]\[C:32]([N:34]2[CH2:35][CH2:36][CH2:38][CH2:39]2)=[O:33])[CH2:9][CH2:8]1)=[O:6])([CH3:2])[CH3:3]. (3) Given the reactants [NH2:1][C@H:2]1[CH2:20][C:19]2[CH:21]=[C:15]([CH:16]=[CH:17][C:18]=2[OH:22])[C:14]2=[CH:23][C:10](=[C:11]([OH:24])[CH:12]=[CH:13]2)[CH2:9][C@@H:8]([C:25]([NH:27][CH2:28][CH2:29][NH2:30])=[O:26])[NH:7][C:6](=[O:31])[C@H:5]([CH2:32][CH2:33][CH2:34][NH2:35])[NH:4][C:3]1=[O:36].[F:37][C:38]([F:43])([F:42])[C:39]([OH:41])=[O:40], predict the reaction product. The product is: [F:37][C:38]([F:43])([F:42])[C:39]([OH:41])=[O:40].[F:37][C:38]([F:43])([F:42])[C:39]([OH:41])=[O:40].[F:37][C:38]([F:43])([F:42])[C:39]([OH:41])=[O:40].[NH2:1][C@H:2]1[CH2:20][C:19]2[CH:21]=[C:15]([CH:16]=[CH:17][C:18]=2[OH:22])[C:14]2=[CH:23][C:10](=[C:11]([OH:24])[CH:12]=[CH:13]2)[CH2:9][C@@H:8]([C:25]([NH:27][CH2:28][CH2:29][NH2:30])=[O:26])[NH:7][C:6](=[O:31])[C@H:5]([CH2:32][CH2:33][CH2:34][NH2:35])[NH:4][C:3]1=[O:36]. (4) Given the reactants [NH2:1][C:2]1[N:7]=[CH:6][C:5]([C:8]([OH:11])([CH3:10])[CH3:9])=[CH:4][CH:3]=1.Br[C:13]1[C:14](=[O:21])[N:15]([CH3:20])[CH:16]=[C:17]([Br:19])[CH:18]=1.C([O-])([O-])=O.[Cs+].[Cs+].CC1(C)C2C(=C(P(C3C=CC=CC=3)C3C=CC=CC=3)C=CC=2)OC2C(P(C3C=CC=CC=3)C3C=CC=CC=3)=CC=CC1=2, predict the reaction product. The product is: [Br:19][C:17]1[CH:18]=[C:13]([NH:1][C:2]2[CH:3]=[CH:4][C:5]([C:8]([OH:11])([CH3:9])[CH3:10])=[CH:6][N:7]=2)[C:14](=[O:21])[N:15]([CH3:20])[CH:16]=1. (5) Given the reactants [Si:1]([O:8][C:9]1[CH:15]=[C:14]([N+:16]([O-:18])=[O:17])[CH:13]=[CH:12][C:10]=1[NH2:11])([C:4]([CH3:7])([CH3:6])[CH3:5])([CH3:3])[CH3:2].C([O-])(O)=O.[Na+].[C:24](Cl)(Cl)=[S:25], predict the reaction product. The product is: [Si:1]([O:8][C:9]1[CH:15]=[C:14]([N+:16]([O-:18])=[O:17])[CH:13]=[CH:12][C:10]=1[NH:11][C:24]([NH:11][C:10]1[CH:12]=[CH:13][CH:14]=[CH:15][CH:9]=1)=[S:25])([C:4]([CH3:7])([CH3:6])[CH3:5])([CH3:3])[CH3:2]. (6) Given the reactants [C:1]([O:4][C:5]1[CH:6]=[C:7]([CH:11]=[C:12]([N+:16]([O-])=O)[C:13]=1[O:14][CH3:15])[C:8]([OH:10])=[O:9])(=[O:3])[CH3:2].Cl.[H][H], predict the reaction product. The product is: [C:1]([O:4][C:5]1[CH:6]=[C:7]([CH:11]=[C:12]([NH2:16])[C:13]=1[O:14][CH3:15])[C:8]([OH:10])=[O:9])(=[O:3])[CH3:2]. (7) The product is: [ClH:1].[ClH:1].[ClH:1].[C:31]([N:4]1[CH2:9][CH2:8][CH:7]([O:10][C:11]2[CH:16]=[CH:15][C:14]([NH:17][CH2:18]/[CH:19]=[CH:20]/[C:21]3[CH:22]=[C:23]([CH:27]=[CH:28][CH:29]=3)[C:24]([NH2:26])=[NH:25])=[CH:13][CH:12]=2)[CH2:6][CH2:5]1)(=[NH:36])[CH3:32]. Given the reactants [ClH:1].Cl.Cl.[NH:4]1[CH2:9][CH2:8][CH:7]([O:10][C:11]2[CH:16]=[CH:15][C:14]([NH:17][CH2:18]/[CH:19]=[CH:20]/[C:21]3[CH:22]=[C:23]([CH:27]=[CH:28][CH:29]=3)[C:24]([NH2:26])=[NH:25])=[CH:13][CH:12]=2)[CH2:6][CH2:5]1.Cl.[C:31](=[NH:36])(OCC)[CH3:32].C(N(CC)CC)C.Cl, predict the reaction product. (8) Given the reactants [C:1]([O:5][C:6]([C:8]1[CH:13]=[CH:12][C:11]([NH:14][C:15]([C:17]2[N:22]=[CH:21][C:20]([O:23][CH:24]3[CH2:29][CH2:28][N:27]([C:30]([O-:32])=[O:31])[CH2:26][CH2:25]3)=[CH:19][C:18]=2[C:33]2[CH:38]=[CH:37][CH:36]=[CH:35][CH:34]=2)=[O:16])=[CH:10][CH:9]=1)=[O:7])([CH3:4])([CH3:3])[CH3:2].Cl, predict the reaction product. The product is: [C:1]([O:5][C:6]([C:8]1[CH:9]=[CH:10][C:11]([NH:14][C:15]([CH:17]2[NH:22][CH2:21][CH:20]([O:23][CH:24]3[CH2:29][CH2:28][N:27]([C:30]([O:32][C:1]([CH3:4])([CH3:3])[CH3:2])=[O:31])[CH2:26][CH2:25]3)[CH2:19][CH:18]2[C:33]2[CH:38]=[CH:37][CH:36]=[CH:35][CH:34]=2)=[O:16])=[CH:12][CH:13]=1)=[O:7])([CH3:4])([CH3:2])[CH3:3].[C:1]([O:5][C:6]([C:8]1[CH:9]=[CH:10][C:11]([NH:14][C:15]([CH:17]2[NH:22][CH2:21][CH:20]([O:23][CH:24]3[CH2:29][CH2:28][N:27]([C:30]([O:32][C:1]([CH3:4])([CH3:3])[CH3:2])=[O:31])[CH2:26][CH2:25]3)[CH2:19][CH:18]2[CH:33]2[CH2:38][CH2:37][CH2:36][CH2:35][CH2:34]2)=[O:16])=[CH:12][CH:13]=1)=[O:7])([CH3:4])([CH3:2])[CH3:3]. (9) The product is: [F:1][C:2]([F:7])([F:6])[C:3]([OH:5])=[O:4].[CH2:8]([S:10]([N:13]1[CH2:18][CH2:17][CH:16]([C:19]2[C:27]3[C:22](=[C:23]([C:43]([NH2:45])=[O:44])[CH:24]=[C:25]([C:28]4[CH:33]=[C:32]([CH2:34][NH:35][CH2:36][C:37]5[O:38][CH:39]=[CH:40][CH:41]=5)[CH:31]=[C:30]([F:42])[CH:29]=4)[CH:26]=3)[NH:21][CH:20]=2)[CH2:15][CH2:14]1)(=[O:12])=[O:11])[CH3:9]. Given the reactants [F:1][C:2]([F:7])([F:6])[C:3]([OH:5])=[O:4].[CH2:8]([S:10]([N:13]1[CH2:18][CH2:17][CH:16]([C:19]2[C:27]3[C:22](=[C:23]([C:43]([NH2:45])=[O:44])[CH:24]=[C:25]([C:28]4[CH:33]=[C:32]([CH2:34][NH:35][CH2:36][C@@H:37]5[CH2:41][CH2:40][CH2:39][O:38]5)[CH:31]=[C:30]([F:42])[CH:29]=4)[CH:26]=3)[NH:21][CH:20]=2)[CH2:15][CH2:14]1)(=[O:12])=[O:11])[CH3:9].O1CCC[C@H]1CN, predict the reaction product.